This data is from Catalyst prediction with 721,799 reactions and 888 catalyst types from USPTO. The task is: Predict which catalyst facilitates the given reaction. (1) Reactant: [C:1]1([CH2:11][N:12]2[C:16]3[CH:17]=[CH:18][CH:19]=[CH:20][C:15]=3[N:14]([CH2:21][CH2:22][C:23](O)=[O:24])[C:13]2=[O:26])[C:10]2[C:5](=[CH:6][CH:7]=[CH:8][CH:9]=2)[CH:4]=[CH:3][CH:2]=1.C(N1C=CN=C1)(N1C=CN=C1)=O.[C:39]1([S:45]([NH2:48])(=[O:47])=[O:46])[CH:44]=[CH:43][CH:42]=[CH:41][CH:40]=1.N12CCCN=C1CCCCC2.Cl. Product: [C:1]1([CH2:11][N:12]2[C:16]3[CH:17]=[CH:18][CH:19]=[CH:20][C:15]=3[N:14]([CH2:21][CH2:22][C:23]([NH:48][S:45]([C:39]3[CH:44]=[CH:43][CH:42]=[CH:41][CH:40]=3)(=[O:47])=[O:46])=[O:24])[C:13]2=[O:26])[C:10]2[C:5](=[CH:6][CH:7]=[CH:8][CH:9]=2)[CH:4]=[CH:3][CH:2]=1. The catalyst class is: 20. (2) Reactant: [C:1]([NH:4][C:5]12[CH2:14][CH:9]3[CH2:10][CH:11]([CH2:13][CH:7]([C:8]3=[O:15])[CH2:6]1)[CH2:12]2)(=[O:3])[CH3:2].[BH4-].[Na+]. Product: [C:1]([NH:4][C:5]12[CH2:14][CH:9]3[CH2:10][CH:11]([CH2:13][CH:7]([CH:8]3[OH:15])[CH2:6]1)[CH2:12]2)(=[O:3])[CH3:2]. The catalyst class is: 5. (3) Reactant: [N:1]([C@@H:4]1[CH2:8][N:7]([C:9]2[N:13]3[C:14]4[CH:20]=[CH:19][NH:18][C:15]=4[N:16]=[CH:17][C:12]3=[CH:11][N:10]=2)[C@H:6]([CH2:21][CH3:22])[CH2:5]1)=[N+]=[N-].[F:23][C:24]([F:32])([F:31])[CH2:25][CH2:26][S:27](Cl)(=[O:29])=[O:28]. Product: [CH2:21]([CH:6]1[N:7]([C:9]2[N:13]3[C:14]4[CH:20]=[CH:19][NH:18][C:15]=4[N:16]=[CH:17][C:12]3=[CH:11][N:10]=2)[CH2:8][C@@H:4]([NH:1][S:27]([CH2:26][CH2:25][C:24]([F:32])([F:31])[F:23])(=[O:29])=[O:28])[CH2:5]1)[CH3:22]. The catalyst class is: 320.